From a dataset of Forward reaction prediction with 1.9M reactions from USPTO patents (1976-2016). Predict the product of the given reaction. (1) Given the reactants [N:1]1([CH2:7][CH2:8][O:9][C:10]2[CH:11]=[C:12]3[C:17](=[CH:18][CH:19]=2)[CH:16]=[C:15]([C:20]2[C:28]4[C:23](=[CH:24][CH:25]=[C:26]([C:29]5[N:33]=[C:32](C(C6C=CC=CC=6)(C6C=CC=CC=6)C6C=CC=CC=6)[NH:31][N:30]=5)[CH:27]=4)[N:22](C4CCCCO4)[N:21]=2)[CH:14]=[CH:13]3)[CH2:6][CH2:5][CH2:4][CH2:3][CH2:2]1.Cl, predict the reaction product. The product is: [N:1]1([CH2:7][CH2:8][O:9][C:10]2[CH:11]=[C:12]3[C:17](=[CH:18][CH:19]=2)[CH:16]=[C:15]([C:20]2[C:28]4[C:23](=[CH:24][CH:25]=[C:26]([C:29]5[N:33]=[CH:32][NH:31][N:30]=5)[CH:27]=4)[NH:22][N:21]=2)[CH:14]=[CH:13]3)[CH2:2][CH2:3][CH2:4][CH2:5][CH2:6]1. (2) Given the reactants [Cl:1][C:2]1[CH:7]=[CH:6][C:5]([C:8]2[C:9]([C:23]3[CH:28]=[CH:27][CH:26]=[CH:25][CH:24]=3)=[C:10](C(OC(C)(C)C)=O)[N:11]3[C:15]=2[CH2:14][CH2:13][CH2:12]3)=[CH:4][CH:3]=1.Cl[S:30]([OH:33])(=O)=[O:31].[NH3:34], predict the reaction product. The product is: [Cl:1][C:2]1[CH:7]=[CH:6][C:5]([C:8]2[C:9]([C:23]3[CH:28]=[CH:27][C:26]([S:30]([NH2:34])(=[O:33])=[O:31])=[CH:25][CH:24]=3)=[CH:10][N:11]3[C:15]=2[CH2:14][CH2:13][CH2:12]3)=[CH:4][CH:3]=1. (3) Given the reactants [CH2:1]([N:3]1[CH2:8][CH2:7][N:6]([CH2:9][C:10]2[CH:15]=[CH:14][C:13]([NH:16]C(=O)C(F)(F)F)=[CH:12][C:11]=2[C:23]([F:26])([F:25])[F:24])[CH2:5][CH2:4]1)[CH3:2].C([O-])([O-])=O.[K+].[K+], predict the reaction product. The product is: [CH2:1]([N:3]1[CH2:8][CH2:7][N:6]([CH2:9][C:10]2[CH:15]=[CH:14][C:13]([NH2:16])=[CH:12][C:11]=2[C:23]([F:26])([F:24])[F:25])[CH2:5][CH2:4]1)[CH3:2]. (4) The product is: [C:14]1([C:4]2[C:5]3[C:8]4[CH2:13][CH2:12][CH2:11][CH2:10][C:9]=4[C:23](=[O:24])[NH:7][C:6]=3[N:2]([CH3:1])[N:3]=2)[CH:15]=[CH:16][CH:17]=[CH:18][CH:19]=1. Given the reactants [CH3:1][N:2]1[C:6]([NH2:7])=[C:5]([C:8]2[CH2:13][CH2:12][CH2:11][CH2:10][CH:9]=2)[C:4]([C:14]2[CH:19]=[CH:18][CH:17]=[CH:16][CH:15]=2)=[N:3]1.C(N=[C:23]=[O:24])C, predict the reaction product. (5) The product is: [N:23]1[CH:24]=[CH:25][C:20]([C:19]2[N:15]([C:12]3[CH:13]=[CH:14][C:9]([OH:8])=[CH:10][CH:11]=3)[CH:16]=[N:17][CH:18]=2)=[CH:21][CH:22]=1. Given the reactants C([O:8][C:9]1[CH:14]=[CH:13][C:12]([N:15]2[C:19]([C:20]3[CH:25]=[CH:24][N:23]=[CH:22][CH:21]=3)=[CH:18][N:17]=[CH:16]2)=[CH:11][CH:10]=1)C1C=CC=CC=1.C1(OC)C=CC=CC=1, predict the reaction product.